Dataset: Full USPTO retrosynthesis dataset with 1.9M reactions from patents (1976-2016). Task: Predict the reactants needed to synthesize the given product. (1) The reactants are: [CH2:1]([O:19][C:20]1[C:33]([O:34][CH2:35][CH2:36][CH2:37][CH2:38][CH2:39][CH2:40][CH2:41][CH2:42][CH2:43][CH2:44][CH2:45][CH2:46][CH2:47][CH2:48][CH2:49][CH2:50][CH2:51][CH3:52])=[C:32]([O:53][CH2:54][CH2:55][CH2:56][CH2:57][CH2:58][CH2:59][CH2:60][CH2:61][CH2:62][CH2:63][CH2:64][CH2:65][CH2:66][CH2:67][CH2:68][CH2:69][CH2:70][CH3:71])[CH:31]=[CH:30][C:21]=1[CH:22](O)[C:23]1[CH:28]=[CH:27][CH:26]=[CH:25][CH:24]=1)[CH2:2][CH2:3][CH2:4][CH2:5][CH2:6][CH2:7][CH2:8][CH2:9][CH2:10][CH2:11][CH2:12][CH2:13][CH2:14][CH2:15][CH2:16][CH2:17][CH3:18].[C:72]([NH2:89])([O:74][CH2:75][CH:76]1[C:88]2[C:83](=[CH:84][CH:85]=[CH:86][CH:87]=2)[C:82]2[C:77]1=[CH:78][CH:79]=[CH:80][CH:81]=2)=[O:73].CS(O)(=O)=O.C(O)(C1C=CC=CC=1)C1C=CC=CC=1.C(=O)([O-])O.[Na+]. Given the product [C:72]([NH:89][CH:22]([C:23]1[CH:28]=[CH:27][CH:26]=[CH:25][CH:24]=1)[C:21]1[CH:30]=[CH:31][C:32]([O:53][CH2:54][CH2:55][CH2:56][CH2:57][CH2:58][CH2:59][CH2:60][CH2:61][CH2:62][CH2:63][CH2:64][CH2:65][CH2:66][CH2:67][CH2:68][CH2:69][CH2:70][CH3:71])=[C:33]([O:34][CH2:35][CH2:36][CH2:37][CH2:38][CH2:39][CH2:40][CH2:41][CH2:42][CH2:43][CH2:44][CH2:45][CH2:46][CH2:47][CH2:48][CH2:49][CH2:50][CH2:51][CH3:52])[C:20]=1[O:19][CH2:1][CH2:2][CH2:3][CH2:4][CH2:5][CH2:6][CH2:7][CH2:8][CH2:9][CH2:10][CH2:11][CH2:12][CH2:13][CH2:14][CH2:15][CH2:16][CH2:17][CH3:18])([O:74][CH2:75][CH:76]1[C:88]2[C:83](=[CH:84][CH:85]=[CH:86][CH:87]=2)[C:82]2[C:77]1=[CH:78][CH:79]=[CH:80][CH:81]=2)=[O:73], predict the reactants needed to synthesize it. (2) Given the product [Br:27][C:4]1[N:3]=[C:2]([C@@H:6]2[CH2:7][CH2:8][C@@H:9]([CH3:19])[NH:10][CH2:11]2)[O:1][CH:5]=1, predict the reactants needed to synthesize it. The reactants are: [O:1]1[CH2:5][CH2:4][N:3]=[C:2]1[C@H:6]1[CH2:11][N:10](C(OC(C)(C)C)=O)[C@H:9]([CH3:19])[CH2:8][CH2:7]1.C1C(=O)N([Br:27])C(=O)C1.CC(N=NC(C#N)(C)C)(C#N)C. (3) Given the product [SH:1][C:3]1[CH2:8][CH2:7][CH2:6][CH2:5][C:4]=1[C:9]([O:11][CH2:12][CH3:13])=[O:10], predict the reactants needed to synthesize it. The reactants are: [SH2:1].O=[C:3]1[CH2:8][CH2:7][CH2:6][CH2:5][CH:4]1[C:9]([O:11][CH2:12][CH3:13])=[O:10]. (4) Given the product [C:20]([C:24]1[CH:25]=[CH:26][C:27]([CH:28]([OH:29])[CH2:18][C:17]([C:14]2[CH:15]=[CH:16][C:11]([O:10][CH3:9])=[CH:12][CH:13]=2)=[O:19])=[CH:30][CH:31]=1)([CH3:23])([CH3:21])[CH3:22], predict the reactants needed to synthesize it. The reactants are: [Li+].CC([N-]C(C)C)C.[CH3:9][O:10][C:11]1[CH:16]=[CH:15][C:14]([C:17](=[O:19])[CH3:18])=[CH:13][CH:12]=1.[C:20]([C:24]1[CH:31]=[CH:30][C:27]([CH:28]=[O:29])=[CH:26][CH:25]=1)([CH3:23])([CH3:22])[CH3:21].[NH4+].[Cl-]. (5) Given the product [ClH:18].[N:19]12[CH2:26][CH2:25][CH:22]([CH2:23][CH2:24]1)[CH:21]([CH2:27][C:28]([NH:30][C:31]1[CH:32]=[C:33]([C:6]3[CH:7]=[CH:8][C:3]([CH2:2][OH:1])=[CH:4][CH:5]=3)[CH:34]=[CH:35][CH:36]=1)=[O:29])[CH2:20]2, predict the reactants needed to synthesize it. The reactants are: [OH:1][CH2:2][C:3]1[CH:8]=[CH:7][C:6](B(O)O)=[CH:5][CH:4]=1.C(=O)([O-])[O-].[Na+].[Na+].[ClH:18].[N:19]12[CH2:26][CH2:25][CH:22]([CH2:23][CH2:24]1)[CH:21]([CH2:27][C:28]([NH:30][C:31]1[CH:36]=[CH:35][CH:34]=[C:33](Br)[CH:32]=1)=[O:29])[CH2:20]2.[OH-].[Na+]. (6) The reactants are: [OH:1][CH:2]1[O:21][C@H:20]([CH2:22][OH:23])[C@@H:7]([O:8][C@@H:9]2[O:17][C@H:16]([CH2:18][OH:19])[C@H:14]([OH:15])[C@H:12]([OH:13])[C@H:10]2N)[C@H:5]([OH:6])[C@H:3]1[NH2:4].C(O)[C@H]1[O:30][C@@H](O[C@@H]([C@H](O)[C@@H](O)C(O)=O)[C@H](O)CO)[C@H](O)[C@@H](O)[C@H]1O. Given the product [OH:1][CH:2]1[O:21][C@H:20]([CH2:22][OH:23])[C@@H:7]([O:8][C@@H:9]2[O:17][C@H:16]([CH2:18][OH:19])[C@H:14]([OH:15])[C@H:12]([OH:13])[C@H:10]2[OH:30])[C@H:5]([OH:6])[C@H:3]1[NH2:4], predict the reactants needed to synthesize it. (7) Given the product [N:13]1[CH:18]=[CH:17][CH:16]=[C:15]([CH:19]=[C:5]2[C:6](=[O:12])[CH:7]3[CH2:10][CH2:11][N:4]2[CH2:9][CH2:8]3)[CH:14]=1, predict the reactants needed to synthesize it. The reactants are: [OH-].[K+].Cl.[N:4]12[CH2:11][CH2:10][CH:7]([CH2:8][CH2:9]1)[C:6](=[O:12])[CH2:5]2.[N:13]1[CH:18]=[CH:17][CH:16]=[C:15]([CH:19]=O)[CH:14]=1.O.